Predict the product of the given reaction. From a dataset of Forward reaction prediction with 1.9M reactions from USPTO patents (1976-2016). (1) The product is: [CH2:1]([N:8]1[CH2:12][CH2:11][C@H:10]([NH2:13])[CH2:9]1)[C:2]1[CH:3]=[CH:4][CH:5]=[CH:6][CH:7]=1. Given the reactants [CH2:1]([N:8]1[CH2:12][CH2:11][C@H:10]([N:13]=[N+]=[N-])[CH2:9]1)[C:2]1[CH:7]=[CH:6][CH:5]=[CH:4][CH:3]=1.C1(P(C2C=CC=CC=2)C2C=CC=CC=2)C=CC=CC=1, predict the reaction product. (2) Given the reactants [CH3:1][S:2](Cl)(=[O:4])=[O:3].[OH:6][CH2:7][CH2:8][C:9]1[C:10]([N+:15]([O-:17])=[O:16])=[N:11][CH:12]=[CH:13][CH:14]=1.C(N(CC)CC)C.C(=O)(O)[O-].[Na+], predict the reaction product. The product is: [CH3:1][S:2]([O:6][CH2:7][CH2:8][C:9]1[C:10]([N+:15]([O-:17])=[O:16])=[N:11][CH:12]=[CH:13][CH:14]=1)(=[O:4])=[O:3]. (3) Given the reactants Cl.Cl[CH2:3][C:4]1[N:5]([CH2:16][CH:17]([CH3:19])[CH3:18])[C:6]2[C:11]([CH3:12])=[C:10]([CH3:13])[N:9]=[C:8]([NH2:14])[C:7]=2[N:15]=1.Cl.[O:21]([NH2:23])[CH3:22].C(N(CC)CC)C.O, predict the reaction product. The product is: [CH2:16]([N:5]1[C:6]2[C:11]([CH3:12])=[C:10]([CH3:13])[N:9]=[C:8]([NH2:14])[C:7]=2[N:15]=[C:4]1[CH2:3][NH:23][O:21][CH3:22])[CH:17]([CH3:19])[CH3:18]. (4) Given the reactants Cl[C:2]([F:7])([F:6])C([O-])=O.[Na+].[CH3:9][CH:10]([OH:13])[C:11]#[CH:12].[N-:14]=[N+:15]=[N-:16].[Na+].C(=O)([O-])[O-].[Cs+].[Cs+], predict the reaction product. The product is: [F:7][CH:2]([F:6])[N:14]1[CH:12]=[C:11]([CH:10]([OH:13])[CH3:9])[N:16]=[N:15]1.